Dataset: Reaction yield outcomes from USPTO patents with 853,638 reactions. Task: Predict the reaction yield, written as a fraction of the theoretical maximum amount of product (1.0 means a 100% yield; for example, 0.34 means a 34% yield). (1) The reactants are [C:1]([C:5]1[CH:9]=[C:8]([NH:10][C:11](=[O:19])OC2C=CC=CC=2)[N:7]([C:20]2[C:21]([CH3:26])=[N:22][CH:23]=[CH:24][CH:25]=2)[N:6]=1)([CH3:4])([CH3:3])[CH3:2].[CH3:27][O:28][C:29]1[CH:30]=[C:31]2[C:36](=[CH:37][C:38]=1[O:39][CH3:40])[N:35]=[CH:34][N:33]=[C:32]2[O:41][C:42]1[CH:43]=[C:44]([CH:46]=[CH:47][CH:48]=1)[NH2:45]. No catalyst specified. The product is [C:1]([C:5]1[CH:9]=[C:8]([NH:10][C:11]([NH:45][C:44]2[CH:46]=[CH:47][CH:48]=[C:42]([O:41][C:32]3[C:31]4[C:36](=[CH:37][C:38]([O:39][CH3:40])=[C:29]([O:28][CH3:27])[CH:30]=4)[N:35]=[CH:34][N:33]=3)[CH:43]=2)=[O:19])[N:7]([C:20]2[C:21]([CH3:26])=[N:22][CH:23]=[CH:24][CH:25]=2)[N:6]=1)([CH3:2])([CH3:3])[CH3:4]. The yield is 0.200. (2) The reactants are [Cl:1][C:2]1[CH:3]=[C:4]([CH:9](O)[C:10]([F:13])([F:12])[F:11])[CH:5]=[C:6]([Cl:8])[CH:7]=1.[Br:15]N1C(=O)CCC1=O.P(OC1C=CC=CC=1)(OC1C=CC=CC=1)OC1C=CC=CC=1. The catalyst is ClCCl. The product is [Br:15][CH:9]([C:4]1[CH:3]=[C:2]([Cl:1])[CH:7]=[C:6]([Cl:8])[CH:5]=1)[C:10]([F:13])([F:12])[F:11]. The yield is 0.400. (3) The reactants are [C:1]([N:4]1[C:13]2[C:8](=[CH:9][C:10](B3OC(C)(C)C(C)(C)O3)=[CH:11][CH:12]=2)[C@H:7]([NH:23][C:24](=[O:29])[O:25][CH:26]([CH3:28])[CH3:27])[CH2:6][C@@H:5]1[CH3:30])(=[O:3])[CH3:2].I[C:32]1[N:33]=[CH:34][N:35]([CH2:37][CH2:38][NH:39][C:40](=[O:46])[O:41][C:42]([CH3:45])([CH3:44])[CH3:43])[CH:36]=1.C(=O)([O-])[O-].[K+].[K+]. The catalyst is C1(C)C=CC=CC=1.C(O)C.C1C=CC([P]([Pd]([P](C2C=CC=CC=2)(C2C=CC=CC=2)C2C=CC=CC=2)([P](C2C=CC=CC=2)(C2C=CC=CC=2)C2C=CC=CC=2)[P](C2C=CC=CC=2)(C2C=CC=CC=2)C2C=CC=CC=2)(C2C=CC=CC=2)C2C=CC=CC=2)=CC=1. The product is [C:1]([N:4]1[C:13]2[C:8](=[CH:9][C:10]([C:32]3[N:33]=[CH:34][N:35]([CH2:37][CH2:38][NH:39][C:40]([O:41][C:42]([CH3:45])([CH3:44])[CH3:43])=[O:46])[CH:36]=3)=[CH:11][CH:12]=2)[C@H:7]([NH:23][C:24](=[O:29])[O:25][CH:26]([CH3:28])[CH3:27])[CH2:6][C@@H:5]1[CH3:30])(=[O:3])[CH3:2]. The yield is 0.120.